The task is: Regression. Given two drug SMILES strings and cell line genomic features, predict the synergy score measuring deviation from expected non-interaction effect.. This data is from NCI-60 drug combinations with 297,098 pairs across 59 cell lines. Drug 1: CCC1(CC2CC(C3=C(CCN(C2)C1)C4=CC=CC=C4N3)(C5=C(C=C6C(=C5)C78CCN9C7C(C=CC9)(C(C(C8N6C=O)(C(=O)OC)O)OC(=O)C)CC)OC)C(=O)OC)O.OS(=O)(=O)O. Drug 2: C1CN(P(=O)(OC1)NCCCl)CCCl. Cell line: UACC-257. Synergy scores: CSS=3.39, Synergy_ZIP=-4.64, Synergy_Bliss=-3.36, Synergy_Loewe=-22.4, Synergy_HSA=-3.82.